From a dataset of Full USPTO retrosynthesis dataset with 1.9M reactions from patents (1976-2016). Predict the reactants needed to synthesize the given product. Given the product [OH:27][C:5]1[C:6]([CH2:24][CH2:25][CH3:26])=[C:7]([O:8][CH2:9][CH2:10][CH2:11][CH2:12][NH:13][C:14]2[CH:21]=[CH:20][C:17]([C:18]3[N:38]=[N:39][NH:40][N:19]=3)=[CH:16][CH:15]=2)[CH:22]=[CH:23][C:4]=1[C:1](=[O:3])[CH3:2], predict the reactants needed to synthesize it. The reactants are: [C:1]([C:4]1[CH:23]=[CH:22][C:7]([O:8][CH2:9][CH2:10][CH2:11][CH2:12][NH:13][C:14]2[CH:21]=[CH:20][C:17]([C:18]#[N:19])=[CH:16][CH:15]=2)=[C:6]([CH2:24][CH2:25][CH3:26])[C:5]=1[OH:27])(=[O:3])[CH3:2].C([Sn](=O)CCCC)CCC.[N:38]([Si](C)(C)C)=[N+:39]=[N-:40].